Task: Predict the product of the given reaction.. Dataset: Forward reaction prediction with 1.9M reactions from USPTO patents (1976-2016) (1) Given the reactants [Cl:1][CH:2]([C:7](=[O:29])[CH2:8][C:9]([CH:24]1[CH2:28][CH2:27][CH2:26][CH2:25]1)(O)[CH2:10][CH2:11][C:12]1[CH:17]=[CH:16][C:15]([O:18][CH:19]([CH3:21])[CH3:20])=[C:14]([F:22])[CH:13]=1)[C:3]([O:5]C)=[O:4].CCCC[Sn](Cl)(O[Sn](Cl)(CCCC)CCCC)CCCC, predict the reaction product. The product is: [Cl:1][C:2]1[C:3](=[O:4])[O:5][C:9]([CH:24]2[CH2:25][CH2:26][CH2:27][CH2:28]2)([CH2:10][CH2:11][C:12]2[CH:17]=[CH:16][C:15]([O:18][CH:19]([CH3:21])[CH3:20])=[C:14]([F:22])[CH:13]=2)[CH2:8][C:7]=1[OH:29]. (2) Given the reactants [NH2:1][C:2]1[N:7]=[C:6]([CH:8]2[CH2:13][CH2:12][CH2:11][N:10]([CH2:14][C:15]([O:17]CC)=[O:16])[CH2:9]2)[CH:5]=[C:4]([C:20]2[CH:25]=[C:24]([CH2:26][CH3:27])[CH:23]=[CH:22][C:21]=2[OH:28])[N:3]=1.[ClH:29], predict the reaction product. The product is: [ClH:29].[ClH:29].[NH2:1][C:2]1[N:7]=[C:6]([CH:8]2[CH2:13][CH2:12][CH2:11][N:10]([CH2:14][C:15]([OH:17])=[O:16])[CH2:9]2)[CH:5]=[C:4]([C:20]2[CH:25]=[C:24]([CH2:26][CH3:27])[CH:23]=[CH:22][C:21]=2[OH:28])[N:3]=1. (3) Given the reactants [N:1]1([C:6]2[CH:14]=[CH:13][C:12]([CH3:15])=[CH:11][C:7]=2[C:8]([OH:10])=O)[CH:5]=[CH:4][N:3]=[CH:2]1.[Cl:16][C:17]1[CH:18]=[CH:19][C:20]2[O:24][C:23]([NH:25][CH2:26][C@@H:27]3[C@H:32]([CH3:33])[CH2:31][CH2:30][CH2:29][NH:28]3)=[N:22][C:21]=2[CH:34]=1, predict the reaction product. The product is: [N:1]1([C:6]2[CH:14]=[CH:13][C:12]([CH3:15])=[CH:11][C:7]=2[C:8]([N:28]2[CH2:29][CH2:30][CH2:31][C@@H:32]([CH3:33])[C@H:27]2[CH2:26][NH:25][C:23]2[O:24][C:20]3[CH:19]=[CH:18][C:17]([Cl:16])=[CH:34][C:21]=3[N:22]=2)=[O:10])[CH:5]=[CH:4][N:3]=[CH:2]1. (4) Given the reactants [Br:1][C:2]1[CH:3]=[C:4]([N+:13]([O-:15])=[O:14])[C:5]([CH2:8][C:9]([O:11][CH3:12])=[O:10])=[N:6][CH:7]=1.[H-].[Na+].Br[CH2:19][CH2:20][O:21][CH2:22][CH2:23]Br.[NH4+].[Cl-].[CH3:27]N(C=O)C, predict the reaction product. The product is: [Br:1][C:2]1[CH:3]=[C:4]([N+:13]([O-:15])=[O:14])[C:5]([C:8]2([C:9]([O:11][CH2:12][CH3:27])=[O:10])[CH2:23][CH2:22][O:21][CH2:20][CH2:19]2)=[N:6][CH:7]=1.